Task: Predict the reactants needed to synthesize the given product.. Dataset: Full USPTO retrosynthesis dataset with 1.9M reactions from patents (1976-2016) (1) Given the product [C:24]([O:28][C:29]([N:31]1[CH2:36][CH2:35][N:34]([S:20]([C:6]2[N:7]([S:11]([C:14]3[CH:19]=[CH:18][CH:17]=[CH:16][CH:15]=3)(=[O:13])=[O:12])[C:8]3[C:4]([CH:5]=2)=[CH:3][C:2]([Cl:1])=[CH:10][CH:9]=3)(=[O:22])=[O:21])[CH2:33][CH2:32]1)=[O:30])([CH3:27])([CH3:25])[CH3:26], predict the reactants needed to synthesize it. The reactants are: [Cl:1][C:2]1[CH:3]=[C:4]2[C:8](=[CH:9][CH:10]=1)[N:7]([S:11]([C:14]1[CH:19]=[CH:18][CH:17]=[CH:16][CH:15]=1)(=[O:13])=[O:12])[C:6]([S:20](Cl)(=[O:22])=[O:21])=[CH:5]2.[C:24]([O:28][C:29]([N:31]1[CH2:36][CH2:35][NH:34][CH2:33][CH2:32]1)=[O:30])([CH3:27])([CH3:26])[CH3:25].C(N(CC)CC)C.O. (2) Given the product [CH:11]1[CH:12]=[CH:13][C:8]([C:7]([C:30]([NH2:32])=[O:31])([C@H:14]2[CH2:18][N:17]([CH2:19][CH2:20][C:21]3[CH:22]=[CH:23][C:24]4[O:29][CH2:28][CH2:27][C:25]=4[CH:26]=3)[CH2:16][CH2:15]2)[C:4]2[CH:3]=[CH:2][CH:1]=[CH:6][CH:5]=2)=[CH:9][CH:10]=1.[BrH:33], predict the reactants needed to synthesize it. The reactants are: [CH:1]1[CH:2]=[CH:3][C:4]([C:7]([C:30]([NH2:32])=[O:31])([C@H:14]2[CH2:18][N:17]([CH2:19][CH2:20][C:21]3[CH:22]=[CH:23][C:24]4[O:29][CH2:28][CH2:27][C:25]=4[CH:26]=3)[CH2:16][CH2:15]2)[C:8]2[CH:9]=[CH:10][CH:11]=[CH:12][CH:13]=2)=[CH:5][CH:6]=1.[Br-:33].C(C(C(C(O)=O)O)O)(O)=O.C(C([C@@H]1CCNC1)(C1C=CC=CC=1)C1C=CC=CC=1)(=O)N.C(C1CC2C=CC=CC=2O1)C. (3) Given the product [OH:19][C:1]([CH2:2][CH2:3][CH2:4][CH2:5][C@H:6]1[C@@H:14]2[C@@H:9]([NH:10][C:11]([NH:13]2)=[O:12])[CH2:8][S:7]1)=[O:15], predict the reactants needed to synthesize it. The reactants are: [C:1](NN)(=[O:15])[CH2:2][CH2:3][CH2:4][CH2:5][C@H:6]1[C@@H:14]2[C@@H:9]([NH:10][C:11]([NH:13]2)=[O:12])[CH2:8][S:7]1.I(O)(=O)(=O)=[O:19].